Dataset: Catalyst prediction with 721,799 reactions and 888 catalyst types from USPTO. Task: Predict which catalyst facilitates the given reaction. (1) Reactant: C[O:2][C:3]1[CH:11]=[CH:10][C:9]([C:12]([F:15])([F:14])[F:13])=[CH:8][C:4]=1[C:5]([OH:7])=[O:6].IC1CCCCC1. Product: [OH:2][C:3]1[CH:11]=[CH:10][C:9]([C:12]([F:13])([F:14])[F:15])=[CH:8][C:4]=1[C:5]([OH:7])=[O:6]. The catalyst class is: 3. (2) Reactant: [N:1]1[S:2][N:3]=[C:4]2[CH:9]=[C:8]([C:10]([CH2:29][CH3:30])=[C:11]([C:22]3[CH:27]=[CH:26][C:25]([OH:28])=[CH:24][CH:23]=3)[C:12]3[CH:17]=[CH:16][C:15]([O:18][CH2:19][CH2:20]Cl)=[CH:14][CH:13]=3)[CH:7]=[CH:6][C:5]=12.[CH3:31][NH2:32]. Product: [N:1]1[S:2][N:3]=[C:4]2[CH:9]=[C:8]([C:10]([CH2:29][CH3:30])=[C:11]([C:22]3[CH:27]=[CH:26][C:25]([OH:28])=[CH:24][CH:23]=3)[C:12]3[CH:17]=[CH:16][C:15]([O:18][CH2:19][CH2:20][NH:32][CH3:31])=[CH:14][CH:13]=3)[CH:7]=[CH:6][C:5]=12. The catalyst class is: 5. (3) Reactant: [NH2:1][C@H:2]1[C:11]2[C:6](=[CH:7][CH:8]=[C:9]([F:12])[CH:10]=2)[N:5]([C:13](=[O:15])[CH3:14])[C@@H:4]([CH3:16])[C@@H:3]1[CH3:17].Br[C:19]1[CH:24]=[CH:23][N:22]=[C:21]([O:25][CH3:26])[N:20]=1.CC(C)([O-])C.[Na+].CN(C1C(C2C(P(C3CCCCC3)C3CCCCC3)=CC=CC=2)=CC=CC=1)C. Product: [F:12][C:9]1[CH:10]=[C:11]2[C:6](=[CH:7][CH:8]=1)[N:5]([C:13](=[O:15])[CH3:14])[C@@H:4]([CH3:16])[C@H:3]([CH3:17])[C@H:2]2[NH:1][C:19]1[CH:24]=[CH:23][N:22]=[C:21]([O:25][CH3:26])[N:20]=1. The catalyst class is: 62. (4) Reactant: [NH:1]1[CH2:5][CH2:4][CH2:3][CH2:2]1.[C:6]1(=O)[CH2:13][CH2:12][CH2:11][CH2:10][CH2:9][CH2:8][CH2:7]1.S([O-])([O-])(=O)=O.[Mg+2]. Product: [CH:6]1([N:1]2[CH2:5][CH2:4][CH2:3][CH2:2]2)[CH2:13][CH2:12][CH2:11][CH2:10][CH2:9][CH2:8][CH2:7]1. The catalyst class is: 81. (5) Reactant: [C:1](Cl)(=[O:7])[CH2:2][CH2:3][CH2:4][CH2:5][CH3:6].[CH2:9]([NH2:12])[CH:10]=[CH2:11]. Product: [CH2:9]([NH:12][C:1](=[O:7])[CH2:2][CH2:3][CH2:4][CH2:5][CH3:6])[CH:10]=[CH2:11]. The catalyst class is: 7. (6) Reactant: [F:1][C:2]([F:35])([F:34])[C:3]1[CH:4]=[CH:5][C:6]2[N:10]=[C:9]([C:11]3[CH:12]=[CH:13][C:14]([N:17]4[CH2:22][CH2:21][CH:20]([O:23][C@H:24]5[CH2:27][C@H:26]([C:28]([O:30]CC)=[O:29])[CH2:25]5)[CH2:19][CH2:18]4)=[N:15][CH:16]=3)[NH:8][C:7]=2[CH:33]=1.[OH-].[Li+]. Product: [F:35][C:2]([F:1])([F:34])[C:3]1[CH:4]=[CH:5][C:6]2[N:10]=[C:9]([C:11]3[CH:12]=[CH:13][C:14]([N:17]4[CH2:22][CH2:21][CH:20]([O:23][C@H:24]5[CH2:25][C@H:26]([C:28]([OH:30])=[O:29])[CH2:27]5)[CH2:19][CH2:18]4)=[N:15][CH:16]=3)[NH:8][C:7]=2[CH:33]=1. The catalyst class is: 87. (7) Reactant: [NH2:1][C:2]1[C:15]([NH2:16])=[C:14]2[C:9]([N:10]=[CH:11][CH:12]=[CH:13]2)=[C:8]2[C:3]=1[CH:4]=[CH:5][CH:6]=[N:7]2.[N:17]1[CH:22]=[CH:21][CH:20]=[CH:19][C:18]=1[C:23](O)=O. Product: [N:17]1[CH:22]=[CH:21][CH:20]=[CH:19][C:18]=1[C:23]1[NH:1][C:2]2[C:15]([N:16]=1)=[C:14]1[C:9](=[C:8]3[C:3]=2[CH:4]=[CH:5][CH:6]=[N:7]3)[N:10]=[CH:11][CH:12]=[CH:13]1. The catalyst class is: 6.